The task is: Predict the product of the given reaction.. This data is from Forward reaction prediction with 1.9M reactions from USPTO patents (1976-2016). (1) Given the reactants [CH2:1]([O:3][C:4](=[O:16])[C:5]1[C:10](Cl)=[C:9]([N+:12]([O-:14])=[O:13])[C:8](Cl)=[N:7][CH:6]=1)[CH3:2].[CH2:17]([N:24]1[CH2:29][CH2:28][CH:27]([CH3:30])[CH:26]([NH2:31])[CH2:25]1)[C:18]1[CH:23]=[CH:22][CH:21]=[CH:20][CH:19]=1.C(N(CC)C(C)C)(C)C.[CH3:41][O:42][C:43]1[CH:44]=[C:45]([CH2:51][NH2:52])[CH:46]=[CH:47][C:48]=1[O:49][CH3:50], predict the reaction product. The product is: [CH2:17]([N:24]1[CH2:29][CH2:28][C@@H:27]([CH3:30])[C@@H:26]([NH:31][C:10]2[C:5]([C:4]([O:3][CH2:1][CH3:2])=[O:16])=[CH:6][N:7]=[C:8]([NH:52][CH2:51][C:45]3[CH:46]=[CH:47][C:48]([O:49][CH3:50])=[C:43]([O:42][CH3:41])[CH:44]=3)[C:9]=2[N+:12]([O-:14])=[O:13])[CH2:25]1)[C:18]1[CH:19]=[CH:20][CH:21]=[CH:22][CH:23]=1. (2) Given the reactants [CH3:1][O:2][C:3]1[CH:4]=[C:5]2[C:10](=[CH:11][C:12]=1[O:13][CH3:14])[N:9]=[CH:8][CH:7]=[C:6]2[O:15][C:16]1[CH:22]=[CH:21][C:19]([NH2:20])=[C:18]([CH3:23])[C:17]=1[CH3:24].C1(C)C=CC=CC=1.C(N(CC)CC)C.Cl[C:40](Cl)([O:42]C(=O)OC(Cl)(Cl)Cl)Cl.[CH3:51][O:52][C:53]1[CH:61]=[CH:60][C:56]([CH:57]([OH:59])[CH3:58])=[CH:55][CH:54]=1, predict the reaction product. The product is: [CH3:1][O:2][C:3]1[CH:4]=[C:5]2[C:10](=[CH:11][C:12]=1[O:13][CH3:14])[N:9]=[CH:8][CH:7]=[C:6]2[O:15][C:16]1[CH:22]=[CH:21][C:19]([NH:20][C:40](=[O:42])[O:59][CH:57]([C:56]2[CH:60]=[CH:61][C:53]([O:52][CH3:51])=[CH:54][CH:55]=2)[CH3:58])=[C:18]([CH3:23])[C:17]=1[CH3:24]. (3) Given the reactants [CH3:1][C:2]1[CH:3]=[CH:4][C:5]2[CH2:11][O:10][CH2:9][CH2:8][NH:7][C:6]=2[N:12]=1.[C:13](O[C:13]([O:15][C:16]([CH3:19])([CH3:18])[CH3:17])=[O:14])([O:15][C:16]([CH3:19])([CH3:18])[CH3:17])=[O:14], predict the reaction product. The product is: [CH3:1][C:2]1[CH:3]=[CH:4][C:5]2[CH2:11][O:10][CH2:9][CH2:8][N:7]([C:13]([O:15][C:16]([CH3:19])([CH3:18])[CH3:17])=[O:14])[C:6]=2[N:12]=1. (4) Given the reactants [Br:1][C:2]1[S:6][C:5]([C:7]([OH:9])=O)=[N:4][CH:3]=1.C(Cl)(=O)C(Cl)=O.C[N:17](C=O)C, predict the reaction product. The product is: [Br:1][C:2]1[S:6][C:5]([C:7]([NH2:17])=[O:9])=[N:4][CH:3]=1. (5) Given the reactants [CH3:1][S:2][C:3]1[S:7][C:6]([C:8]2[CH:9]=[C:10]3[C:14](=[CH:15][CH:16]=2)[N:13]([C:17]([O:19][C:20]([CH3:23])([CH3:22])[CH3:21])=[O:18])[CH:12]=[C:11]3[C:24]2[CH:25]=[N:26][C:27]3[C:32]([CH:33]=2)=[CH:31][CH:30]=[CH:29][CH:28]=3)=[N:5][N:4]=1.CC(O)=[O:36].OO.[OH2:40], predict the reaction product. The product is: [CH3:1][S:2]([C:3]1[S:7][C:6]([C:8]2[CH:9]=[C:10]3[C:14](=[CH:15][CH:16]=2)[N:13]([C:17]([O:19][C:20]([CH3:23])([CH3:21])[CH3:22])=[O:18])[CH:12]=[C:11]3[C:24]2[CH:25]=[N:26][C:27]3[C:32]([CH:33]=2)=[CH:31][CH:30]=[CH:29][CH:28]=3)=[N:5][N:4]=1)(=[O:36])=[O:40]. (6) Given the reactants CO[C:3]1[CH:18]=[CH:17][C:6]2[N:7]=[C:8]([NH:10][N:11]=[C:12]([C:15]#[N:16])[C:13]#[N:14])[S:9][C:5]=2[CH:4]=1.C(#N)CC#N.O.[NH2:25][NH2:26].[CH2:27]([OH:29])C, predict the reaction product. The product is: [CH3:27][O:29][C:18]1[CH:3]=[CH:4][C:5]2[S:9][C:8]([NH:10][N:11]=[C:12]3[C:13]([NH2:14])=[N:26][N:25]=[C:15]3[NH2:16])=[N:7][C:6]=2[CH:17]=1. (7) Given the reactants [C:1]([O:5][C:6]([N:8]1[CH2:13][CH2:12][CH:11]([CH2:14][N:15]2[CH:24]=[CH:23][C:22]3[C:17](=[CH:18][CH:19]=[CH:20][C:21]=3[N+:25]([O-])=O)[C:16]2=[O:28])[CH2:10][CH2:9]1)=[O:7])([CH3:4])([CH3:3])[CH3:2].CO, predict the reaction product. The product is: [NH2:25][C:21]1[CH:20]=[CH:19][CH:18]=[C:17]2[C:22]=1[CH:23]=[CH:24][N:15]([CH2:14][CH:11]1[CH2:10][CH2:9][N:8]([C:6]([O:5][C:1]([CH3:4])([CH3:3])[CH3:2])=[O:7])[CH2:13][CH2:12]1)[C:16]2=[O:28].